Predict the reactants needed to synthesize the given product. From a dataset of Full USPTO retrosynthesis dataset with 1.9M reactions from patents (1976-2016). (1) Given the product [CH2:28]([N:29]([CH2:19][CH2:18][CH2:17][C:13]1[CH:12]=[C:11]2[C:16](=[CH:15][CH:14]=1)[N:8]([C:5]1[CH:6]=[CH:7][C:2]([F:1])=[CH:3][CH:4]=1)[CH:9]=[CH:10]2)[CH3:30])[CH:25]=[CH2:26], predict the reactants needed to synthesize it. The reactants are: [F:1][C:2]1[CH:7]=[CH:6][C:5]([N:8]2[C:16]3[C:11](=[CH:12][C:13]([CH2:17][CH2:18][CH2:19]OS(C)(=O)=O)=[CH:14][CH:15]=3)[CH:10]=[CH:9]2)=[CH:4][CH:3]=1.[CH2:25]([CH2:28][NH2:29])[CH:26]=C.[CH3:30]N(C=O)C. (2) Given the product [CH2:22]([O:24][C:25](=[O:31])[CH2:26][CH:27]([O:28][CH2:29][CH3:30])[N:14]1[C:15]2[CH:20]=[CH:19][CH:18]=[CH:17][C:16]=2[N:12]([CH2:11][C:9]2[C:10]3[C:2]([CH3:1])=[CH:3][CH:4]=[CH:5][C:6]=3[S:7][CH:8]=2)[C:13]1=[O:21])[CH3:23], predict the reactants needed to synthesize it. The reactants are: [CH3:1][C:2]1[C:10]2[C:9]([CH2:11][N:12]3[C:16]4[CH:17]=[CH:18][CH:19]=[CH:20][C:15]=4[NH:14][C:13]3=[O:21])=[CH:8][S:7][C:6]=2[CH:5]=[CH:4][CH:3]=1.[CH2:22]([O:24][C:25](=[O:31])/[CH:26]=[CH:27]/[O:28][CH2:29][CH3:30])[CH3:23].[OH-].C([N+](C)(C)C)C1C=CC=CC=1.CO.[NH4+].[Cl-]. (3) Given the product [Cl:16][C:8]1[N:7]=[C:6]([CH2:5][C:4]([NH2:18])=[O:3])[C:15]2[C:10]([CH:9]=1)=[CH:11][CH:12]=[CH:13][CH:14]=2, predict the reactants needed to synthesize it. The reactants are: C([O:3][C:4](=O)[CH2:5][C:6]1[C:15]2[C:10](=[CH:11][CH:12]=[CH:13][CH:14]=2)[CH:9]=[C:8]([Cl:16])[N:7]=1)C.[NH3:18].CO.